This data is from Catalyst prediction with 721,799 reactions and 888 catalyst types from USPTO. The task is: Predict which catalyst facilitates the given reaction. (1) Reactant: [C:1]1([CH:7]2[CH2:11][C:10](=[O:12])[N:9]([C:13]3[CH:18]=[CH:17][C:16](B4[O:23][C:22]([CH3:25])(C)C(C)(C)O4)=[CH:15][CH:14]=3)[C:8]2=[O:28])[CH:6]=[CH:5][CH:4]=[CH:3][CH:2]=1.I[C:30]1[C:38]2[C:33](=[N:34][CH:35]=[N:36][C:37]=2[NH2:39])[N:32]([C@H:40]2[CH2:45][CH2:44][C@@H:43]([N:46]3[CH2:51][CH2:50][N:49]([CH3:52])[CH2:48][CH2:47]3)[CH2:42][CH2:41]2)[N:31]=1.[OH2:53].[C:54](=[O:57])([O-])[O-:55].[Na+].[Na+]. Product: [C:22]([OH:55])(=[O:23])[CH3:25].[NH2:39][C:37]1[N:36]=[CH:35][N:34]=[C:33]2[N:32]([C@H:40]3[CH2:45][CH2:44][C@@H:43]([N:46]4[CH2:51][CH2:50][N:49]([CH3:52])[CH2:48][CH2:47]4)[CH2:42][CH2:41]3)[N:31]=[C:30]([C:16]3[CH:15]=[CH:14][C:13]([NH:9][C:10](=[O:12])[CH2:11][CH:7]([C:1]4[CH:2]=[CH:3][CH:4]=[CH:5][CH:6]=4)[C:8]([OH:28])=[O:53])=[CH:18][CH:17]=3)[C:38]=12.[C:54]([OH:55])(=[O:57])[CH3:1].[NH2:39][C:37]1[N:36]=[CH:35][N:34]=[C:33]2[N:32]([C@H:40]3[CH2:45][CH2:44][C@@H:43]([N:46]4[CH2:51][CH2:50][N:49]([CH3:52])[CH2:48][CH2:47]4)[CH2:42][CH2:41]3)[N:31]=[C:30]([C:16]3[CH:15]=[CH:14][C:13]([NH:9][C:8](=[O:28])[CH:7]([C:1]4[CH:2]=[CH:3][CH:4]=[CH:5][CH:6]=4)[CH2:11][C:10]([OH:12])=[O:55])=[CH:18][CH:17]=3)[C:38]=12. The catalyst class is: 149. (2) Reactant: CO.[BH4-].[Na+].ClCCl.[C:8]([C:10]1[CH:15]=[CH:14][C:13]([C:16]2[C:26]([C:27]([C:29]3[N:34]=[C:33]([C:35]([O:37][CH3:38])=[O:36])[CH:32]=[CH:31][CH:30]=3)=[O:28])=[C:19]3[CH:20]=[CH:21][C:22]([O:24][CH3:25])=[CH:23][N:18]3[N:17]=2)=[CH:12][CH:11]=1)#[N:9]. Product: [C:8]([C:10]1[CH:15]=[CH:14][C:13]([C:16]2[C:26]([CH:27]([OH:28])[C:29]3[N:34]=[C:33]([C:35]([O:37][CH3:38])=[O:36])[CH:32]=[CH:31][CH:30]=3)=[C:19]3[CH:20]=[CH:21][C:22]([O:24][CH3:25])=[CH:23][N:18]3[N:17]=2)=[CH:12][CH:11]=1)#[N:9]. The catalyst class is: 6. (3) Product: [C:1]([C:5]1[O:6][C:7]2[C:13]([C@:14]([C@@H:22]3[CH2:27][CH2:26][CH2:25][NH:24][CH2:23]3)([OH:21])[CH2:15][CH2:16][CH2:17][CH2:18][O:19][CH3:20])=[CH:12][CH:11]=[CH:10][C:8]=2[CH:9]=1)([CH3:4])([CH3:2])[CH3:3]. The catalyst class is: 137. Reactant: [C:1]([C:5]1[O:6][C:7]2[C:13]([C@:14]([C@@H:22]3[CH2:27][CH2:26][CH2:25][N:24](C(OC(C)(C)C)=O)[CH2:23]3)([OH:21])[CH2:15][CH2:16][CH2:17][CH2:18][O:19][CH3:20])=[CH:12][CH:11]=[CH:10][C:8]=2[CH:9]=1)([CH3:4])([CH3:3])[CH3:2].